Dataset: Reaction yield outcomes from USPTO patents with 853,638 reactions. Task: Predict the reaction yield, written as a fraction of the theoretical maximum amount of product (1.0 means a 100% yield; for example, 0.34 means a 34% yield). (1) No catalyst specified. The yield is 0.790. The product is [Cl:1][C:2]1[CH:3]=[CH:4][C:5]([C:8]2[CH:9]=[C:10]([CH3:17])[C:11]3[N:12]([C:14]([I:18])=[CH:15][N:16]=3)[CH:13]=2)=[CH:6][CH:7]=1. The reactants are [Cl:1][C:2]1[CH:7]=[CH:6][C:5]([C:8]2[CH:9]=[C:10]([CH3:17])[C:11]3[N:12]([CH:14]=[CH:15][N:16]=3)[CH:13]=2)=[CH:4][CH:3]=1.[I:18]Cl. (2) The reactants are F[C:2]1[CH:9]=[C:8]([F:10])[CH:7]=[CH:6][C:3]=1[CH:4]=[O:5].[CH3:11][S-:12].[Na+]. The catalyst is C1(C)C=CC=CC=1. The product is [F:10][C:8]1[CH:7]=[CH:6][C:3]([CH:4]=[O:5])=[C:2]([S:12][CH3:11])[CH:9]=1. The yield is 0.370. (3) The reactants are [CH3:1][C:2]1([CH3:16])[C:7](=[O:8])[NH:6][C:5]2[CH:9]=[C:10]([N+:13]([O-:15])=[O:14])[CH:11]=[CH:12][C:4]=2[O:3]1.Br[CH2:18][CH2:19][O:20][CH3:21].C([O-])([O-])=O.[Cs+].[Cs+]. The catalyst is CN(C=O)C. The product is [CH3:21][O:20][CH:19]([N:6]1[C:5]2[CH:9]=[C:10]([N+:13]([O-:15])=[O:14])[CH:11]=[CH:12][C:4]=2[O:3][C:2]([CH3:16])([CH3:1])[C:7]1=[O:8])[CH3:18]. The yield is 1.00. (4) The reactants are [CH3:1][S:2]([CH3:5])(=[O:4])=[O:3].[Li]CCCC.CN(P(N(C)C)(N(C)C)=O)C.[Br:22][C:23]1[CH:28]=[CH:27][C:26]([NH:29][C:30]2[C:31]([CH:40]=[O:41])=[CH:32][C:33]3[NH:37][CH:36]=[N:35][C:34]=3[C:38]=2[F:39])=[C:25]([Cl:42])[CH:24]=1. The catalyst is C1COCC1. The product is [Br:22][C:23]1[CH:28]=[CH:27][C:26]([NH:29][C:30]2[C:31]([CH:40]([OH:41])[CH2:1][S:2]([CH3:5])(=[O:4])=[O:3])=[CH:32][C:33]3[NH:37][CH:36]=[N:35][C:34]=3[C:38]=2[F:39])=[C:25]([Cl:42])[CH:24]=1. The yield is 0.960. (5) The reactants are [CH3:1][C:2]1[C:10]2[C:9]([C:11]#[N:12])=[CH:8][CH:7]=[CH:6][C:5]=2[NH:4][CH:3]=1. The catalyst is N.CO.[Ni]. The product is [CH3:1][C:2]1[C:10]2[C:5](=[CH:6][CH:7]=[CH:8][C:9]=2[CH2:11][NH2:12])[NH:4][CH:3]=1. The yield is 0.910. (6) The reactants are Br[C:2]1[C:3]([Cl:19])=[C:4]2[N:10]=[CH:9][N:8]([CH2:11][O:12][CH2:13][CH2:14][Si:15]([CH3:18])([CH3:17])[CH3:16])[C:5]2=[N:6][CH:7]=1.C([Sn](CCCC)(CCCC)[C:25]([O:27]CC)=[CH2:26])CCC.O.[F-].[K+]. The catalyst is C1(C)C=CC=CC=1.Cl[Pd](Cl)([P](C1C=CC=CC=1)(C1C=CC=CC=1)C1C=CC=CC=1)[P](C1C=CC=CC=1)(C1C=CC=CC=1)C1C=CC=CC=1. The product is [Cl:19][C:3]1[C:2]([C:25](=[O:27])[CH3:26])=[CH:7][N:6]=[C:5]2[N:8]([CH2:11][O:12][CH2:13][CH2:14][Si:15]([CH3:18])([CH3:17])[CH3:16])[CH:9]=[N:10][C:4]=12. The yield is 0.260.